Dataset: Full USPTO retrosynthesis dataset with 1.9M reactions from patents (1976-2016). Task: Predict the reactants needed to synthesize the given product. Given the product [C:35]([OH:40])(=[O:39])[CH:36]([CH3:38])[OH:37].[Cl:1][C:2]1[CH:3]=[CH:4][C:5]([C:6]([NH:8][CH:9]([CH2:21][C:22]2[C:31]3[C:26](=[CH:27][CH:28]=[CH:29][CH:30]=3)[NH:25][C:24](=[O:32])[CH:23]=2)[C:10]([O:12][CH2:13][CH2:14][N:15]2[CH2:16][CH2:17][O:18][CH2:19][CH2:20]2)=[O:11])=[O:7])=[CH:33][CH:34]=1, predict the reactants needed to synthesize it. The reactants are: [Cl:1][C:2]1[CH:34]=[CH:33][C:5]([C:6]([NH:8][CH:9]([CH2:21][C:22]2[C:31]3[C:26](=[CH:27][CH:28]=[CH:29][CH:30]=3)[NH:25][C:24](=[O:32])[CH:23]=2)[C:10]([O:12][CH2:13][CH2:14][N:15]2[CH2:20][CH2:19][O:18][CH2:17][CH2:16]2)=[O:11])=[O:7])=[CH:4][CH:3]=1.[C:35]([OH:40])(=[O:39])[CH:36]([CH3:38])[OH:37].